Dataset: M1 muscarinic receptor antagonist screen with 61,756 compounds. Task: Binary Classification. Given a drug SMILES string, predict its activity (active/inactive) in a high-throughput screening assay against a specified biological target. (1) The drug is O1C2n3c(OC2C(O)C1COC(=O)c1ccccc1)nc(=O)cc3. The result is 0 (inactive). (2) The result is 0 (inactive). The molecule is S(C=1NC(=O)CC(c2cc(OC)ccc2)C1C#N)CC=C. (3) The compound is Clc1cc(NC(=O)CN2CCC(n3nnc4c3ccc(F)c4)CC2)c(OC)cc1. The result is 0 (inactive). (4) The compound is O(c1c(Nc2ncnc3n(ncc23)c2cc(ccc2)C)cc(OC)cc1)C. The result is 0 (inactive). (5) The compound is Brc1ccc(NC(=O)CSc2oc(nn2)C(NC(OC(C)(C)C)=O)C(C)C)cc1. The result is 0 (inactive).